Dataset: Catalyst prediction with 721,799 reactions and 888 catalyst types from USPTO. Task: Predict which catalyst facilitates the given reaction. (1) Reactant: [C:1]([NH:4][C@H:5]1[C@H:10]([C@H:11]([OH:16])[C@H:12]([OH:15])[CH2:13][OH:14])[O:9][C@:8]([OH:21])([C:17]([O:19][CH3:20])=[O:18])[CH2:7][C@@H:6]1[OH:22])(=[O:3])[CH3:2].C(O[C:27](=[O:29])[CH3:28])(=O)C. Product: [C:13]([O:16][C@@H:11]([C@H:10]1[C@H:5]([NH:4][C:1](=[O:3])[CH3:2])[C@@H:6]([O:22][C:1](=[O:3])[CH3:2])[CH2:7][C@@:8]([O:21][C:27](=[O:29])[CH3:28])([C:17]([O:19][CH3:20])=[O:18])[O:9]1)[C@H:12]([O:15][C:8](=[O:9])[CH3:7])[CH2:13][O:14][C:11](=[O:16])[CH3:10])(=[O:14])[CH3:12]. The catalyst class is: 383. (2) Reactant: Br[CH:2]1[CH2:5][C:4]2([O:9][CH2:8][CH2:7][O:6]2)[CH2:3]1.[I:10][C:11]1[CH:12]=[N:13][NH:14][CH:15]=1.C([O-])([O-])=O.[K+].[K+].C1OCCOCCOCCOCCOCCOC1. Product: [CH2:3]1[C:4]2([O:9][CH2:8][CH2:7][O:6]2)[CH2:5][CH:2]1[N:13]1[CH:12]=[C:11]([I:10])[CH:15]=[N:14]1. The catalyst class is: 39. (3) The catalyst class is: 3. Product: [NH:1]1[C:5]2[CH:6]=[CH:7][CH:8]=[CH:9][C:4]=2[N:3]=[C:2]1[NH:10][C:11]([C:13]1[NH:17][CH:16]=[N:15][C:14]=1[C:18]([NH:20][C:21]1[CH:26]=[CH:25][C:24]([O:27][CH:28]2[CH2:33][CH2:32][N:31]([CH2:34][C:35]3[CH:42]=[CH:43][CH:38]=[CH:39][CH:40]=3)[CH2:30][CH2:29]2)=[CH:23][C:22]=1[CH3:36])=[O:19])=[O:12]. Reactant: [NH:1]1[C:5]2[CH:6]=[CH:7][CH:8]=[CH:9][C:4]=2[N:3]=[C:2]1[NH:10][C:11]([C:13]1[NH:17][CH:16]=[N:15][C:14]=1[C:18]([NH:20][C:21]1[CH:26]=[CH:25][C:24]([O:27][CH:28]2[CH2:33][CH2:32][N:31]([CH2:34][CH3:35])[CH2:30][CH2:29]2)=[CH:23][C:22]=1[CH3:36])=[O:19])=[O:12].C(=O)[C:38]1[CH:43]=[CH:42]C=[CH:40][CH:39]=1.N1C2C=CC=CC=2N=C1NC(C1NC=NC=1C(NC1C=CC(OC2CCNCC2)=CC=1C)=O)=O.C(O[BH-](OC(=O)C)OC(=O)C)(=O)C.[Na+].Cl. (4) Reactant: [Br:1][C:2]1[C:22]([F:23])=[CH:21][C:5]2[O:6][C:7]3[C:19]([F:20])=[CH:18][CH:17]=[CH:16][C:8]=3[C@H:9]3[C@H:14]([NH2:15])[CH2:13][CH2:12][CH2:11][N:10]3[C:4]=2[CH:3]=1.[CH3:24][C:25]1([CH3:39])[C@@H:31]([C:32]2[CH:37]=[CH:36][CH:35]=[CH:34][CH:33]=2)[O:30][P:28]([OH:38])(=[O:29])[O:27][CH2:26]1.C(O)C. Product: [OH:38][P:28]1(=[O:29])[O:30][C@@H:31]([C:32]2[CH:37]=[CH:36][CH:35]=[CH:34][CH:33]=2)[C:25]([CH3:24])([CH3:39])[CH2:26][O:27]1.[Br:1][C:2]1[C:22]([F:23])=[CH:21][C:5]2[O:6][C:7]3[C:19]([F:20])=[CH:18][CH:17]=[CH:16][C:8]=3[C@H:9]3[C@H:14]([NH2:15])[CH2:13][CH2:12][CH2:11][N:10]3[C:4]=2[CH:3]=1. The catalyst class is: 2.